Dataset: Peptide-MHC class I binding affinity with 185,985 pairs from IEDB/IMGT. Task: Regression. Given a peptide amino acid sequence and an MHC pseudo amino acid sequence, predict their binding affinity value. This is MHC class I binding data. The peptide sequence is TPSVKVCIV. The MHC is HLA-A03:01 with pseudo-sequence HLA-A03:01. The binding affinity (normalized) is 0.0847.